Dataset: Experimentally validated miRNA-target interactions with 360,000+ pairs, plus equal number of negative samples. Task: Binary Classification. Given a miRNA mature sequence and a target amino acid sequence, predict their likelihood of interaction. The miRNA is hsa-miR-3692-3p with sequence GUUCCACACUGACACUGCAGAAGU. The protein sequence of the target gene is MGHKVVVFDISVIRALWETRVKKHKAWQKKEVERLEKSALEKIKEEWNFVAECRRKGIPQAVYCKNGFIDTSVRLLDKIERNTLTRQSSLPKDRGKRSSAFVFELSGEHWTELPDSLKEQTHLREWYISNTLIQIIPTYIQLFQAMRILDLPKNQISHLPAEIGCLKNLKELNVGFNYLKSIPPELGDCENLERLDCSGNLELMELPFELSNLKQVTFVDISANKFSSVPICVLRMSNLQWLDISSNNLTDLPQDIDRLEELQSFLLYKNKLTYLPYSMLNLKKLTLLVVSGDHLVELPT.... Result: 1 (interaction).